This data is from CYP1A2 inhibition data for predicting drug metabolism from PubChem BioAssay. The task is: Regression/Classification. Given a drug SMILES string, predict its absorption, distribution, metabolism, or excretion properties. Task type varies by dataset: regression for continuous measurements (e.g., permeability, clearance, half-life) or binary classification for categorical outcomes (e.g., BBB penetration, CYP inhibition). Dataset: cyp1a2_veith. The drug is C=CCNC(=S)N1CCN(c2ncc3c(=O)c(C(=O)O)cn(CC)c3n2)CC1. The result is 0 (non-inhibitor).